This data is from Catalyst prediction with 721,799 reactions and 888 catalyst types from USPTO. The task is: Predict which catalyst facilitates the given reaction. (1) Reactant: [CH3:1][O:2][C:3]1[CH:8]=[CH:7][N:6]=[C:5]([CH2:9][CH2:10][C:11]([OH:13])=[O:12])[CH:4]=1.[NH2:14][C:15]1[C:20]([NH2:21])=[CH:19][C:18]([CH2:22][CH:23]([CH3:25])[CH3:24])=[CH:17][N:16]=1. Product: [CH3:1][O:2][C:3]1[CH:8]=[CH:7][N:6]=[C:5]([CH2:9][CH2:10][C:11]([OH:13])=[O:12])[CH:4]=1.[NH2:14][C:15]1[C:20]([NH2:21])=[CH:19][C:18]([CH2:22][CH:23]([CH3:25])[CH3:24])=[CH:17][N:16]=1.[CH3:1][O:2][C:3]1[CH:8]=[CH:7][N:6]=[C:5]([CH2:9][CH2:10][C:11]2[NH:14][C:15]3=[N:16][CH:17]=[C:18]([CH2:22][CH:23]([CH3:24])[CH3:25])[CH:19]=[C:20]3[N:21]=2)[CH:4]=1. The catalyst class is: 98. (2) Reactant: [F:1][C:2]([F:21])([F:20])[C:3]1[CH:4]=[C:5]([S:9]([N:12]2[CH2:17][CH2:16][CH:15]([O:18][NH2:19])[CH2:14][CH2:13]2)(=[O:11])=[O:10])[CH:6]=[CH:7][CH:8]=1.ON1C2C=CC=CC=2N=N1.[F:32][C:33]1[CH:41]=[CH:40][C:36]([C:37](O)=[O:38])=[CH:35][CH:34]=1.C(N(CC)C(C)C)(C)C. Product: [F:32][C:33]1[CH:41]=[CH:40][C:36]([C:37]([NH:19][O:18][CH:15]2[CH2:14][CH2:13][N:12]([S:9]([C:5]3[CH:6]=[CH:7][CH:8]=[C:3]([C:2]([F:1])([F:20])[F:21])[CH:4]=3)(=[O:11])=[O:10])[CH2:17][CH2:16]2)=[O:38])=[CH:35][CH:34]=1. The catalyst class is: 9.